From a dataset of Full USPTO retrosynthesis dataset with 1.9M reactions from patents (1976-2016). Predict the reactants needed to synthesize the given product. Given the product [F:30][C:31]1[C:40]2[C:35](=[CH:36][CH:37]=[CH:38][CH:39]=2)[C:34]([C:41]([NH:1][CH:2]([CH2:16][C:17]2[CH:22]=[CH:21][CH:20]=[C:19]([O:23][C:24]([F:28])([F:29])[CH:25]([F:26])[F:27])[CH:18]=2)[CH:3]([OH:4])[C:5]2[N:6]=[C:7]([C:10]3[CH:15]=[CH:14][CH:13]=[CH:12][CH:11]=3)[S:8][CH:9]=2)=[O:42])=[CH:33][CH:32]=1, predict the reactants needed to synthesize it. The reactants are: [NH2:1][CH:2]([CH2:16][C:17]1[CH:22]=[CH:21][CH:20]=[C:19]([O:23][C:24]([F:29])([F:28])[CH:25]([F:27])[F:26])[CH:18]=1)[CH:3]([C:5]1[N:6]=[C:7]([C:10]2[CH:15]=[CH:14][CH:13]=[CH:12][CH:11]=2)[S:8][CH:9]=1)[OH:4].[F:30][C:31]1[C:40]2[C:35](=[CH:36][CH:37]=[CH:38][CH:39]=2)[C:34]([C:41](O)=[O:42])=[CH:33][CH:32]=1.O.ON1C2C=CC=CC=2N=N1.Cl.C(N=C=NCCCN(C)C)C.